Dataset: Reaction yield outcomes from USPTO patents with 853,638 reactions. Task: Predict the reaction yield, written as a fraction of the theoretical maximum amount of product (1.0 means a 100% yield; for example, 0.34 means a 34% yield). (1) The reactants are C(=O)([O-])[O-].[K+].[K+].I[CH2:8][CH2:9][CH3:10].[Br:11][C:12]1[CH:13]=[C:14]([SH:18])[CH:15]=[CH:16][CH:17]=1. The catalyst is CC(C)=O. The product is [Br:11][C:12]1[CH:17]=[CH:16][CH:15]=[C:14]([S:18][CH2:8][CH2:9][CH3:10])[CH:13]=1. The yield is 0.950. (2) The reactants are [H-].[Na+].[C:3]([C:7]1[CH:30]=[CH:29][C:10]([C:11]([N:13]2[CH2:18][CH2:17][C:16]3([CH2:27][C:26](=[O:28])[C:25]4[C:20](=[CH:21][CH:22]=[CH:23][CH:24]=4)[O:19]3)[CH2:15][CH2:14]2)=[O:12])=[CH:9][C:8]=1[O:31][CH3:32])([CH3:6])([CH3:5])[CH3:4].[CH:33](OCC)=[O:34]. The catalyst is C1COCC1. The product is [C:3]([C:7]1[CH:30]=[CH:29][C:10]([C:11]([N:13]2[CH2:14][CH2:15][C:16]3([C:27](=[CH:33][OH:34])[C:26](=[O:28])[C:25]4[C:20](=[CH:21][CH:22]=[CH:23][CH:24]=4)[O:19]3)[CH2:17][CH2:18]2)=[O:12])=[CH:9][C:8]=1[O:31][CH3:32])([CH3:6])([CH3:4])[CH3:5]. The yield is 0.190. (3) The reactants are C[N:2](/[CH:4]=[C:5]1\[C:6](=O)[C:7]2[S:11][C:10]([CH3:12])=[N:9][C:8]=2[CH2:13][CH2:14]\1)[CH3:3].[CH3:16][O:17][C:18]1[CH:30]=[CH:29][C:21]([CH2:22][N:23]2C(N)=[CH:26][CH:25]=[N:24]2)=[CH:20][CH:19]=1.FC(F)(F)C(O)=O. The catalyst is O. The product is [CH3:16][O:17][C:18]1[CH:30]=[CH:29][C:21]([CH2:22][N:23]2[C:3]3[N:2]=[CH:4][C:5]4[CH2:14][CH2:13][C:8]5[N:9]=[C:10]([CH3:12])[S:11][C:7]=5[C:6]=4[C:26]=3[CH:25]=[N:24]2)=[CH:20][CH:19]=1. The yield is 0.190. (4) The catalyst is N1CCCCC1. The reactants are C1C2C(COC(=O)[NH:17][C@@H:18]([O:28][C:29]([CH3:32])([CH3:31])[CH3:30])[C:19]([N:21]([CH3:27])[CH2:22][CH2:23][CH:24]([CH3:26])[CH3:25])=[O:20])C3C(=CC=CC=3)C=2C=CC=1.CN(C=O)C. The yield is 0.730. The product is [NH2:17][C@@H:18]([O:28][C:29]([CH3:31])([CH3:30])[CH3:32])[C:19]([N:21]([CH3:27])[CH2:22][CH2:23][CH:24]([CH3:26])[CH3:25])=[O:20]. (5) The reactants are [CH2:1]([N:8]1[C:13](=[O:14])[CH2:12][NH:11][C:10]2[N:15]=[CH:16][C:17]([C:19]3[CH:27]=[CH:26][C:22]([C:23](O)=[O:24])=[CH:21][CH:20]=3)=[CH:18][C:9]1=2)[C:2]1[CH:7]=[CH:6][CH:5]=[CH:4][CH:3]=1.[CH2:28]([NH2:30])[CH3:29]. No catalyst specified. The product is [CH2:1]([N:8]1[C:13](=[O:14])[CH2:12][NH:11][C:10]2[N:15]=[CH:16][C:17]([C:19]3[CH:27]=[CH:26][C:22]([C:23]([NH:30][CH2:28][CH3:29])=[O:24])=[CH:21][CH:20]=3)=[CH:18][C:9]1=2)[C:2]1[CH:7]=[CH:6][CH:5]=[CH:4][CH:3]=1. The yield is 0.150. (6) The reactants are [CH2:1]([OH:4])[CH2:2][OH:3].[C:5](O)(=[O:15])[C:6]1[CH:14]=[C:12]([OH:13])[C:10]([OH:11])=[C:8]([OH:9])[CH:7]=1.[Na+].[Cl-]. The catalyst is OS(O)(=O)=O. The product is [OH:3][CH2:2][CH2:1][O:4][C:5](=[O:15])[C:6]1[CH:14]=[C:12]([OH:13])[C:10]([OH:11])=[C:8]([OH:9])[CH:7]=1. The yield is 0.280. (7) The reactants are [Li+].[OH-].C[O:4][C:5](=[O:29])[CH2:6][CH2:7][CH2:8][N:9]([C:11]1[CH:16]=[C:15]([C:17]2[N:21]=[C:20]([C:22]3[S:23][CH:24]=[CH:25][C:26]=3[Cl:27])[O:19][N:18]=2)[CH:14]=[CH:13][C:12]=1[Cl:28])[CH3:10]. The catalyst is O.C1COCC1. The product is [Cl:28][C:12]1[CH:13]=[CH:14][C:15]([C:17]2[N:21]=[C:20]([C:22]3[S:23][CH:24]=[CH:25][C:26]=3[Cl:27])[O:19][N:18]=2)=[CH:16][C:11]=1[N:9]([CH3:10])[CH2:8][CH2:7][CH2:6][C:5]([OH:29])=[O:4]. The yield is 0.840. (8) The reactants are [NH2:1][C:2]1[CH:3]=[C:4]([CH:21]=[CH:22][C:23]=1[CH3:24])[O:5][C:6]1[CH:7]=[CH:8][C:9]2[N:10]([CH:12]=[C:13]([NH:15][C:16]([CH:18]3[CH2:20][CH2:19]3)=[O:17])[N:14]=2)[N:11]=1.[C:25]([N:29]1[C:33]([C:34](Cl)=[O:35])=[CH:32][C:31]([CH3:37])=[N:30]1)([CH3:28])([CH3:27])[CH3:26].C(OCC)(=O)C.O1CCCC1.C(=O)([O-])O.[Na+]. The catalyst is CN(C)C(=O)C. The product is [C:25]([N:29]1[C:33]([C:34]([NH:1][C:2]2[CH:3]=[C:4]([O:5][C:6]3[CH:7]=[CH:8][C:9]4[N:10]([CH:12]=[C:13]([NH:15][C:16]([CH:18]5[CH2:20][CH2:19]5)=[O:17])[N:14]=4)[N:11]=3)[CH:21]=[CH:22][C:23]=2[CH3:24])=[O:35])=[CH:32][C:31]([CH3:37])=[N:30]1)([CH3:28])([CH3:27])[CH3:26]. The yield is 0.0400. (9) The reactants are CC(C)([O-])C.[K+].F[C:8]1[C:9]([C:14]([OH:16])=[O:15])=[N:10][CH:11]=[CH:12][CH:13]=1.[CH:17]1([OH:21])[CH2:20][CH2:19][CH2:18]1. No catalyst specified. The product is [CH:17]1([O:21][C:8]2[C:9]([C:14]([OH:16])=[O:15])=[N:10][CH:11]=[CH:12][CH:13]=2)[CH2:20][CH2:19][CH2:18]1. The yield is 1.00.